This data is from Catalyst prediction with 721,799 reactions and 888 catalyst types from USPTO. The task is: Predict which catalyst facilitates the given reaction. Reactant: S(OC)(O[CH3:5])(=O)=O.[Cl:8][C:9]1[C:14]([CH2:15][OH:16])=[CH:13][C:12]([NH:17][C:18]2[CH:23]=[CH:22][N:21]=[C:20]([N:24]([C:34]3[CH:39]=[C:38]([N:40]4[CH2:45][CH2:44][O:43][CH2:42][CH2:41]4)[CH:37]=[C:36]([N:46]4[CH2:51][CH2:50][O:49][CH2:48][CH2:47]4)[CH:35]=3)[CH2:25][C:26]3[CH:31]=[CH:30][C:29]([O:32][CH3:33])=[CH:28][CH:27]=3)[N:19]=2)=[C:11]([CH3:52])[N:10]=1.C(=O)([O-])[O-].[Cs+].[Cs+]. Product: [Cl:8][C:9]1[C:14]([CH2:15][OH:16])=[CH:13][C:12]([N:17]([C:18]2[CH:23]=[CH:22][N:21]=[C:20]([N:24]([C:34]3[CH:35]=[C:36]([N:46]4[CH2:47][CH2:48][O:49][CH2:50][CH2:51]4)[CH:37]=[C:38]([N:40]4[CH2:45][CH2:44][O:43][CH2:42][CH2:41]4)[CH:39]=3)[CH2:25][C:26]3[CH:31]=[CH:30][C:29]([O:32][CH3:33])=[CH:28][CH:27]=3)[N:19]=2)[CH3:5])=[C:11]([CH3:52])[N:10]=1. The catalyst class is: 3.